This data is from Reaction yield outcomes from USPTO patents with 853,638 reactions. The task is: Predict the reaction yield, written as a fraction of the theoretical maximum amount of product (1.0 means a 100% yield; for example, 0.34 means a 34% yield). (1) The reactants are [Br:1][C:2]1[CH:3]=[C:4]2[C:8](=[CH:9][CH:10]=1)[NH:7][C:6](=[O:11])[C:5]2([OH:15])[C:12]#[C:13][CH3:14].[CH3:16]C(C)([O-])C.[K+].C1(C)C=CC(S(OC)(=O)=O)=CC=1.[Cl-].[NH4+]. The catalyst is CN(C=O)C. The product is [Br:1][C:2]1[CH:3]=[C:4]2[C:8](=[CH:9][CH:10]=1)[NH:7][C:6](=[O:11])[C:5]2([O:15][CH3:16])[C:12]#[C:13][CH3:14]. The yield is 0.590. (2) The reactants are [NH2:1][C:2]1[CH:9]=[CH:8][C:7]([C:10]2[C:15]([Cl:16])=[CH:14][CH:13]=[CH:12][N:11]=2)=[CH:6][C:3]=1[C:4]#[N:5].[Br:17]N1C(=O)CCC1=O.[OH-].[Na+]. The catalyst is C(O)(=O)C. The product is [NH2:1][C:2]1[C:9]([Br:17])=[CH:8][C:7]([C:10]2[C:15]([Cl:16])=[CH:14][CH:13]=[CH:12][N:11]=2)=[CH:6][C:3]=1[C:4]#[N:5]. The yield is 0.620. (3) The reactants are Cl[C:2]1[CH:3]=[C:4]([CH:9]=[CH:10][N:11]=1)[C:5]([O:7][CH3:8])=[O:6].[C:12]1(B(O)O)[CH:17]=[CH:16][CH:15]=[CH:14][CH:13]=1.C(=O)([O-])[O-].[K+].[K+].C(Cl)Cl. The catalyst is CO.O.Cl[Pd]Cl. The product is [C:12]1([C:2]2[CH:3]=[C:4]([CH:9]=[CH:10][N:11]=2)[C:5]([O:7][CH3:8])=[O:6])[CH:17]=[CH:16][CH:15]=[CH:14][CH:13]=1. The yield is 0.580. (4) The reactants are [CH3:1][O:2][C:3]([C:5]1[CH:6]=[C:7]([CH3:31])[C:8]2[O:14][C:13]3[C:15]([Cl:27])=[CH:16][C:17]([NH:19][C:20](=[O:26])[CH2:21][O:22][C:23](=[O:25])[CH3:24])=[CH:18][C:12]=3[CH2:11][S:10](=[O:29])(=[O:28])[C:9]=2[CH:30]=1)=[O:4].COC(C1C=C(C)C2OC3C(Cl)=CC(NC(=O)CCl)=CC=3CS(=O)(=O)C=2C=1)=O. The catalyst is O.CN(C=O)C. The product is [CH3:1][O:2][C:3]([C:5]1[CH:6]=[C:7]([CH3:31])[C:8]2[O:14][C:13]3[C:15]([Cl:27])=[CH:16][C:17]([NH:19][C:20](=[O:26])[CH2:21][O:22][C:23](=[O:25])[CH3:24])=[CH:18][C:12]=3[CH2:11][S:10](=[O:29])(=[O:28])[C:9]=2[CH:30]=1)=[O:4].[CH3:1][O:2][C:3]([C:5]1[CH:6]=[C:7]([CH3:31])[C:8]2[O:14][C:13]3[C:15]([Cl:27])=[CH:16][C:17]([NH:19][C:20](=[O:26])[CH2:21][OH:22])=[CH:18][C:12]=3[CH2:11][S:10](=[O:29])(=[O:28])[C:9]=2[CH:30]=1)=[O:4]. The yield is 0.0100. (5) The product is [N:1]1[CH:6]=[CH:5][CH:4]=[CH:3][C:2]=1[CH2:7][O:8][CH2:9][C:10]1[CH:11]=[C:12]([N:16]2[C:20]3[CH:21]=[CH:22][C:23]([CH2:25][N:27]4[CH2:31][CH2:30][CH2:29][CH2:28]4)=[CH:24][C:19]=3[N:18]=[CH:17]2)[CH:13]=[CH:14][CH:15]=1. The reactants are [N:1]1[CH:6]=[CH:5][CH:4]=[CH:3][C:2]=1[CH2:7][O:8][CH2:9][C:10]1[CH:11]=[C:12]([N:16]2[C:20]3[CH:21]=[CH:22][C:23]([CH:25]=O)=[CH:24][C:19]=3[N:18]=[CH:17]2)[CH:13]=[CH:14][CH:15]=1.[NH:27]1[CH2:31][CH2:30][CH2:29][CH2:28]1.C(O[BH-](OC(=O)C)OC(=O)C)(=O)C.[Na+]. The yield is 0.680. The catalyst is ClCCl. (6) The reactants are [F:1][C:2]1[CH:7]=[C:6]([N+:8]([O-:10])=[O:9])[CH:5]=[CH:4][C:3]=1[N:11]1[C@H:15]([CH2:16][CH:17]([CH3:19])[CH3:18])[CH2:14][O:13][CH:12]1[C:20]([F:23])([F:22])[F:21].[SiH](CC)(CC)CC. The catalyst is C(Cl)(Cl)Cl.O. The product is [F:1][C:2]1[CH:7]=[C:6]([N+:8]([O-:10])=[O:9])[CH:5]=[CH:4][C:3]=1[N:11]([CH2:12][C:20]([F:23])([F:22])[F:21])[C@H:15]([CH2:16][CH:17]([CH3:18])[CH3:19])[CH2:14][OH:13]. The yield is 0.440. (7) The reactants are C([Li])CCC.Br[C:7]1[CH:12]=[CH:11][C:10]([S:13]([N:16]2[CH2:20][CH2:19][CH2:18][CH2:17]2)(=[O:15])=[O:14])=[CH:9][CH:8]=1.[B:21](OC(C)C)([O:26]C(C)C)[O:22]C(C)C. The catalyst is O1CCCC1. The product is [N:16]1([S:13]([C:10]2[CH:11]=[CH:12][C:7]([B:21]([OH:26])[OH:22])=[CH:8][CH:9]=2)(=[O:15])=[O:14])[CH2:20][CH2:19][CH2:18][CH2:17]1. The yield is 0.700. (8) The reactants are [Cl:1][C:2]1[CH:9]=[C:6]([CH:7]=O)[C:5]([OH:10])=[CH:4][CH:3]=1.[F:11][C:12]([F:25])([F:24])[C:13]1[CH:14]=[C:15]([CH:17]=[C:18]([C:20]([F:23])([F:22])[F:21])[CH:19]=1)[NH2:16]. No catalyst specified. The product is [Cl:1][C:2]1[CH:3]=[CH:4][C:5]([OH:10])=[C:6]([CH:7]=[N:16][C:15]2[CH:17]=[C:18]([C:20]([F:21])([F:22])[F:23])[CH:19]=[C:13]([C:12]([F:11])([F:24])[F:25])[CH:14]=2)[CH:9]=1. The yield is 0.766. (9) The reactants are C([C:3]1[NH:4][C:5]2[C:10]([CH:11]=1)=[CH:9][CH:8]=[CH:7][CH:6]=2)#N.[H-].[Na+].Br[CH2:15][CH2:16][CH2:17][CH2:18][CH2:19][C:20]([O:22][CH2:23][CH3:24])=[O:21].O.[CH3:26][N:27](C)C=O. No catalyst specified. The product is [C:26]([C:8]1[CH:9]=[C:10]2[C:5](=[CH:6][CH:7]=1)[N:4]([CH2:15][CH2:16][CH2:17][CH2:18][CH2:19][C:20]([O:22][CH2:23][CH3:24])=[O:21])[CH:3]=[CH:11]2)#[N:27]. The yield is 0.850.